This data is from TCR-epitope binding with 47,182 pairs between 192 epitopes and 23,139 TCRs. The task is: Binary Classification. Given a T-cell receptor sequence (or CDR3 region) and an epitope sequence, predict whether binding occurs between them. (1) The epitope is NLWNTFTRL. The TCR CDR3 sequence is CASRIPGLQETQYF. Result: 0 (the TCR does not bind to the epitope). (2) The epitope is VTIAEILLI. The TCR CDR3 sequence is CASSGTGDFEQYF. Result: 1 (the TCR binds to the epitope). (3) The epitope is SLFNTVATLY. The TCR CDR3 sequence is CASSPGQLPYF. Result: 0 (the TCR does not bind to the epitope). (4) The epitope is ALSKGVHFV. The TCR CDR3 sequence is CASSLWGVREAFF. Result: 1 (the TCR binds to the epitope). (5) The epitope is KLSYGIATV. The TCR CDR3 sequence is CASSLSRYGYTF. Result: 1 (the TCR binds to the epitope). (6) The epitope is LPRRSGAAGA. The TCR CDR3 sequence is CASSQSGTSTDTQYF. Result: 1 (the TCR binds to the epitope). (7) The epitope is IPSINVHHY. The TCR CDR3 sequence is CSASIPGQGVFQPQHF. Result: 0 (the TCR does not bind to the epitope). (8) Result: 0 (the TCR does not bind to the epitope). The TCR CDR3 sequence is CATSATGQGASSNQPQHF. The epitope is FLLNKEMYL.